From a dataset of Reaction yield outcomes from USPTO patents with 853,638 reactions. Predict the reaction yield, written as a fraction of the theoretical maximum amount of product (1.0 means a 100% yield; for example, 0.34 means a 34% yield). (1) The catalyst is C1(C)C=CC=CC=1.C(OCC)(=O)C. The product is [CH3:18][S:15]([C:12]1[CH:11]=[CH:10][C:9]([O:8][C:7]2[CH:6]=[C:5]([OH:19])[CH:4]=[C:3]3[C:2]=2[NH:1][N:33]=[CH:20]3)=[CH:14][CH:13]=1)(=[O:17])=[O:16]. The yield is 0.670. The reactants are [NH2:1][C:2]1[C:7]([O:8][C:9]2[CH:14]=[CH:13][C:12]([S:15]([CH3:18])(=[O:17])=[O:16])=[CH:11][CH:10]=2)=[CH:6][C:5]([OH:19])=[CH:4][C:3]=1[CH3:20].C([O-])(=O)C.[K+].C(OC(=O)C)(=O)C.[N:33](OCCC(C)C)=O.C(=O)([O-])[O-].[K+].[K+]. (2) The reactants are [C:1]1([C:21]2[CH:26]=[CH:25][CH:24]=[CH:23][CH:22]=2)[CH:6]=[CH:5][C:4]([NH:7][C:8](=[O:20])[C:9]2[CH:14]=[CH:13][C:12]([S:15][CH3:16])=[C:11]([N+:17]([O-])=O)[CH:10]=2)=[CH:3][CH:2]=1.CO.C1COCC1. The catalyst is [Pd].O.CN(C=O)C. The product is [NH2:17][C:11]1[CH:10]=[C:9]([CH:14]=[CH:13][C:12]=1[S:15][CH3:16])[C:8]([NH:7][C:4]1[CH:3]=[CH:2][C:1]([C:21]2[CH:26]=[CH:25][CH:24]=[CH:23][CH:22]=2)=[CH:6][CH:5]=1)=[O:20]. The yield is 0.790. (3) The reactants are [C:1]1([S:7](Cl)(=[O:9])=[O:8])[CH:6]=[CH:5][CH:4]=[CH:3][CH:2]=1.[NH2:11][C:12]1[CH:32]=[CH:31][C:15]([CH2:16][NH:17][C:18]2[C:27]3[C:22](=[C:23]([C:28]([NH2:30])=[O:29])[CH:24]=[CH:25][CH:26]=3)[N:21]=[CH:20][N:19]=2)=[CH:14][CH:13]=1.C(N(CC)CC)C. The catalyst is C(Cl)Cl. The product is [C:1]1([S:7]([NH:11][C:12]2[CH:13]=[CH:14][C:15]([CH2:16][NH:17][C:18]3[C:27]4[C:22](=[C:23]([C:28]([NH2:30])=[O:29])[CH:24]=[CH:25][CH:26]=4)[N:21]=[CH:20][N:19]=3)=[CH:31][CH:32]=2)(=[O:9])=[O:8])[CH:6]=[CH:5][CH:4]=[CH:3][CH:2]=1. The yield is 0.340. (4) The reactants are [CH2:1]([N:8]1[CH:16]=[C:15]2[C:10]([CH:11]=[C:12]([C:17]3[CH:18]=[C:19]([CH:27]4[CH2:31][CH2:30][NH:29][CH2:28]4)[N:20]4[C:25]=3[C:24]([NH2:26])=[N:23][CH:22]=[N:21]4)[CH:13]=[CH:14]2)=[N:9]1)[C:2]1[CH:7]=[CH:6][CH:5]=[CH:4][CH:3]=1.[C:32](OC(=O)C)(=[O:34])[CH3:33]. No catalyst specified. The product is [C:32]([N:29]1[CH2:30][CH2:31][CH:27]([C:19]2[N:20]3[C:25]([C:24]([NH2:26])=[N:23][CH:22]=[N:21]3)=[C:17]([C:12]3[CH:13]=[CH:14][C:15]4[C:10]([CH:11]=3)=[N:9][N:8]([CH2:1][C:2]3[CH:3]=[CH:4][CH:5]=[CH:6][CH:7]=3)[CH:16]=4)[CH:18]=2)[CH2:28]1)(=[O:34])[CH3:33]. The yield is 0.410. (5) The reactants are [N:1]1[CH:6]=[CH:5][C:4]([CH:7]=O)=[CH:3][CH:2]=1.Cl.[C:10]1([NH:16][NH2:17])[CH:15]=[CH:14][CH:13]=[CH:12][CH:11]=1.C(N(CC)CC)C. The catalyst is C(O)C. The product is [C:10]1([NH:16][N:17]=[CH:7][C:4]2[CH:5]=[CH:6][N:1]=[CH:2][CH:3]=2)[CH:15]=[CH:14][CH:13]=[CH:12][CH:11]=1. The yield is 0.940. (6) The reactants are [F:1][C:2]1[CH:7]=[CH:6][C:5]([C:8]2[C:12](/[CH:13]=[CH:14]/[C:15]3[CH:16]=[C:17]([C:20](O)=[O:21])[NH:18][N:19]=3)=[C:11]([CH3:23])[O:10][N:9]=2)=[CH:4][CH:3]=1.[NH3:24]. No catalyst specified. The product is [F:1][C:2]1[CH:7]=[CH:6][C:5]([C:8]2[C:12](/[CH:13]=[CH:14]/[C:15]3[CH:16]=[C:17]([C:20]([NH2:24])=[O:21])[NH:18][N:19]=3)=[C:11]([CH3:23])[O:10][N:9]=2)=[CH:4][CH:3]=1. The yield is 0.320. (7) The reactants are [CH2:1]([C:6]1[S:7][CH:8]=[CH:9][CH:10]=1)[CH2:2][CH2:3][CH2:4][CH3:5].[SiH:11]([CH2:16][CH3:17])([CH2:14][CH3:15])[CH2:12][CH3:13]. The catalyst is CC([O-])(C)C.[K+].C1COCC1. The product is [CH2:12]([Si:11]([CH2:16][CH3:17])([CH2:14][CH3:15])[C:8]1[S:7][C:6]([CH2:1][CH2:2][CH2:3][CH2:4][CH3:5])=[CH:10][CH:9]=1)[CH3:13]. The yield is 0.920. (8) The reactants are [C:1]1([CH:7]([C:22]2[CH:27]=[CH:26][CH:25]=[CH:24][CH:23]=2)[N:8]2[CH2:11][C:10]([NH:14][CH2:15][C:16]3[CH:21]=[CH:20][CH:19]=[CH:18][CH:17]=3)([C:12]#N)[CH2:9]2)[CH:6]=[CH:5][CH:4]=[CH:3][CH:2]=1.[OH-:28].[Na+].[OH2:30].Cl. The catalyst is C(O)C. The product is [C:1]1([CH:7]([C:22]2[CH:27]=[CH:26][CH:25]=[CH:24][CH:23]=2)[N:8]2[CH2:11][C:10]([NH:14][CH2:15][C:16]3[CH:21]=[CH:20][CH:19]=[CH:18][CH:17]=3)([C:12]([OH:30])=[O:28])[CH2:9]2)[CH:6]=[CH:5][CH:4]=[CH:3][CH:2]=1. The yield is 0.880.